This data is from Forward reaction prediction with 1.9M reactions from USPTO patents (1976-2016). The task is: Predict the product of the given reaction. Given the reactants [CH:1]([C:4]1[S:13][C:12]2[S:11][C:10]3[CH:14]=[CH:15][CH:16]=[CH:17][C:9]=3[NH:8][C:7](=O)[C:6]=2[CH:5]=1)([CH3:3])[CH3:2].COC1C=CC(P2(=S)SP(=S)(C3C=CC(OC)=CC=3)[S:28]2)=CC=1, predict the reaction product. The product is: [CH:1]([C:4]1[S:13][C:12]2[S:11][C:10]3[CH:14]=[CH:15][CH:16]=[CH:17][C:9]=3[NH:8][C:7](=[S:28])[C:6]=2[CH:5]=1)([CH3:3])[CH3:2].